Dataset: Peptide-MHC class I binding affinity with 185,985 pairs from IEDB/IMGT. Task: Regression. Given a peptide amino acid sequence and an MHC pseudo amino acid sequence, predict their binding affinity value. This is MHC class I binding data. (1) The peptide sequence is AEMEEALRGL. The MHC is HLA-B44:02 with pseudo-sequence HLA-B44:02. The binding affinity (normalized) is 0.734. (2) The peptide sequence is RYDYANLCQ. The MHC is HLA-A26:01 with pseudo-sequence HLA-A26:01. The binding affinity (normalized) is 0.0847.